This data is from Full USPTO retrosynthesis dataset with 1.9M reactions from patents (1976-2016). The task is: Predict the reactants needed to synthesize the given product. (1) Given the product [ClH:25].[CH2:23]([NH:24][C:13](=[NH:14])[NH:9][C:10](=[NH:11])[N:12]([CH2:39][C:32]1[CH:37]=[CH:36][CH:35]=[CH:34][CH:33]=1)[CH2:26][CH3:27])[CH2:22][CH2:15][CH2:16][CH2:21][CH2:20][CH2:19][CH3:18], predict the reactants needed to synthesize it. The reactants are: C([N:9]([C:13]#[N:14])[C:10]([NH2:12])=[NH:11])CCCCCCC.[CH2:15]([CH2:22][CH2:23][NH2:24])[C:16]1[CH:21]=[CH:20][CH:19]=[CH:18]C=1.[ClH:25].[C:26](OCC)(=O)[CH3:27].[C:32]1([CH3:39])[C:33](C)=[CH:34][CH:35]=[CH:36][CH:37]=1. (2) The reactants are: [CH3:1][C:2]1[CH:7]=[CH:6][C:5]([C:8]2[N:12]([C:13]3[CH:18]=[CH:17][C:16]([NH2:19])=[CH:15][CH:14]=3)[N:11]=[C:10]([C:20]([F:23])([F:22])[F:21])[CH:9]=2)=[CH:4][CH:3]=1.C(N(CC)CC)C.[C:31](Cl)(=[O:34])[CH2:32][CH3:33].Cl. Given the product [CH3:1][C:2]1[CH:3]=[CH:4][C:5]([C:8]2[N:12]([C:13]3[CH:18]=[CH:17][C:16]([NH:19][C:31](=[O:34])[CH2:32][CH3:33])=[CH:15][CH:14]=3)[N:11]=[C:10]([C:20]([F:23])([F:21])[F:22])[CH:9]=2)=[CH:6][CH:7]=1, predict the reactants needed to synthesize it. (3) Given the product [N:26]1[CH:27]=[CH:28][N:29]=[CH:30][C:25]=1[C:3]#[C:2][CH2:1][N:4]([CH:12]1[CH2:13][CH2:14][N:15]([C:18](=[O:23])[C:19]([F:20])([F:21])[F:22])[CH2:16][CH2:17]1)[C:5](=[O:11])[O:6][C:7]([CH3:10])([CH3:9])[CH3:8], predict the reactants needed to synthesize it. The reactants are: [CH2:1]([N:4]([CH:12]1[CH2:17][CH2:16][N:15]([C:18](=[O:23])[C:19]([F:22])([F:21])[F:20])[CH2:14][CH2:13]1)[C:5](=[O:11])[O:6][C:7]([CH3:10])([CH3:9])[CH3:8])[C:2]#[CH:3].I[C:25]1[CH:30]=[N:29][CH:28]=[CH:27][N:26]=1. (4) Given the product [N:10]1([C:7]2[CH:6]=[CH:5][C:4]([CH2:3][C:2]([CH:15]3[CH2:20][CH2:19][N:18]([CH2:21][CH2:22][C:23]4[CH:32]=[CH:31][C:26]5[C:27](=[O:30])[O:28][CH2:29][C:25]=5[CH:24]=4)[CH2:17][CH2:16]3)=[O:1])=[CH:9][CH:8]=2)[CH:14]=[N:13][N:12]=[N:11]1, predict the reactants needed to synthesize it. The reactants are: [OH:1][CH:2]([CH:15]1[CH2:20][CH2:19][N:18]([CH2:21][CH2:22][C:23]2[CH:32]=[CH:31][C:26]3[C:27](=[O:30])[O:28][CH2:29][C:25]=3[CH:24]=2)[CH2:17][CH2:16]1)[CH2:3][C:4]1[CH:9]=[CH:8][C:7]([N:10]2[CH:14]=[N:13][N:12]=[N:11]2)=[CH:6][CH:5]=1.[Cr](Cl)([O-])(=O)=O.[NH+]1C=CC=CC=1. (5) Given the product [Cl:1][C:2]1[CH:7]=[C:6]([F:8])[C:5]([Sn:14]([CH3:20])([CH3:19])[CH3:13])=[C:4]([O:10][CH3:11])[C:3]=1[F:12], predict the reactants needed to synthesize it. The reactants are: [Cl:1][C:2]1[CH:7]=[C:6]([F:8])[C:5](I)=[C:4]([O:10][CH3:11])[C:3]=1[F:12].[CH3:13][Sn:14]([CH3:20])([CH3:19])[Sn:14]([CH3:20])([CH3:19])[CH3:13]. (6) The reactants are: Cl.Cl.[CH:3]([N:6]1[CH2:11][CH2:10][CH:9]([O:12][CH:13]2[CH2:18][CH2:17][NH:16][CH2:15][CH2:14]2)[CH2:8][CH2:7]1)([CH3:5])[CH3:4].Br[C:20]1[CH:21]=[N:22][C:23]([C:26]([F:29])([F:28])[F:27])=[N:24][CH:25]=1. Given the product [CH3:4][CH:3]([N:6]1[CH2:11][CH2:10][CH:9]([O:12][CH:13]2[CH2:18][CH2:17][N:16]([C:20]3[CH:21]=[N:22][C:23]([C:26]([F:29])([F:28])[F:27])=[N:24][CH:25]=3)[CH2:15][CH2:14]2)[CH2:8][CH2:7]1)[CH3:5], predict the reactants needed to synthesize it. (7) Given the product [CH3:49][O:48][C:45]1[CH:44]=[CH:43][C:42]([C:35]([C:32]2[CH:31]=[CH:30][C:29]([O:28][CH3:27])=[CH:34][CH:33]=2)([C:36]2[CH:41]=[CH:40][CH:39]=[CH:38][CH:37]=2)[NH:17][C:10]2[CH2:11][O:12][CH2:13][C:14]([F:16])([F:15])[C@:8]([C:6]3[CH:7]=[C:2]([Br:1])[CH:3]=[CH:4][C:5]=3[F:19])([CH3:18])[N:9]=2)=[CH:47][CH:46]=1, predict the reactants needed to synthesize it. The reactants are: [Br:1][C:2]1[CH:3]=[CH:4][C:5]([F:19])=[C:6]([C@:8]2([CH3:18])[C:14]([F:16])([F:15])[CH2:13][O:12][CH2:11][C:10]([NH2:17])=[N:9]2)[CH:7]=1.C(N(CC)CC)C.[CH3:27][O:28][C:29]1[CH:34]=[CH:33][C:32]([C:35](Cl)([C:42]2[CH:47]=[CH:46][C:45]([O:48][CH3:49])=[CH:44][CH:43]=2)[C:36]2[CH:41]=[CH:40][CH:39]=[CH:38][CH:37]=2)=[CH:31][CH:30]=1.